This data is from Forward reaction prediction with 1.9M reactions from USPTO patents (1976-2016). The task is: Predict the product of the given reaction. (1) Given the reactants [CH2:1]([O:8][C:9]1[C:14]2[C:15]([NH2:18])=[N:16][NH:17][C:13]=2[CH:12]=[CH:11][N:10]=1)[C:2]1[CH:7]=[CH:6][CH:5]=[CH:4][CH:3]=1.[C:19]1(=[CH:24][C:25]#[N:26])[CH2:23][CH2:22][CH2:21][CH2:20]1.C1CCN2C(=NCCC2)CC1, predict the reaction product. The product is: [NH2:18][C:15]1[C:14]2[C:9]([O:8][CH2:1][C:2]3[CH:3]=[CH:4][CH:5]=[CH:6][CH:7]=3)=[N:10][CH:11]=[CH:12][C:13]=2[N:17]([C:19]2([CH2:24][C:25]#[N:26])[CH2:23][CH2:22][CH2:21][CH2:20]2)[N:16]=1. (2) Given the reactants [CH:1]1[C:6]2[CH2:7][CH2:8][CH2:9][CH2:10][C:11](=[O:12])[C:5]=2[CH:4]=[CH:3][CH:2]=1.[Al+3].[Cl-].[Cl-].[Cl-].N#N.[Br:19]Br, predict the reaction product. The product is: [Br:19][C:1]1[C:6]2[CH2:7][CH2:8][CH2:9][CH2:10][C:11](=[O:12])[C:5]=2[CH:4]=[CH:3][CH:2]=1.[Br:19][C:3]1[CH:2]=[CH:1][C:6]2[CH2:7][CH2:8][CH2:9][CH2:10][C:11](=[O:12])[C:5]=2[CH:4]=1. (3) Given the reactants C([Li])CCC.[Si:6]([O:13][CH2:14][C:15]([C:18]1[CH:19]=[CH:20][C:21]([F:24])=[N:22][CH:23]=1)([CH3:17])[CH3:16])([C:9]([CH3:12])([CH3:11])[CH3:10])([CH3:8])[CH3:7].[B:25](OC(C)C)([O:30]C(C)C)[O:26]C(C)C, predict the reaction product. The product is: [Si:6]([O:13][CH2:14][C:15]([C:18]1[CH:19]=[C:20]([B:25]([OH:30])[OH:26])[C:21]([F:24])=[N:22][CH:23]=1)([CH3:17])[CH3:16])([C:9]([CH3:10])([CH3:11])[CH3:12])([CH3:8])[CH3:7]. (4) Given the reactants [BH-](OC(C)=O)(OC(C)=O)O[C:3](C)=O.[Na+].[CH:15]([C:17]1[CH:24]=[CH:23][C:20]([CH2:21][NH2:22])=[CH:19][CH:18]=1)=[CH2:16].[C:25]1([P:31]([C:56]2[CH:61]=[CH:60][CH:59]=[CH:58][CH:57]=2)[C-:32]2[CH:36]=[C:35]([C:37]([CH3:42])([CH2:39][CH:40]=O)[CH3:38])[CH:34]=[C:33]2[P:43]([C:50]2[CH:55]=[CH:54][CH:53]=[CH:52][CH:51]=2)[C:44]2[CH:49]=[CH:48][CH:47]=[CH:46][CH:45]=2)[CH:30]=[CH:29][CH:28]=[CH:27][CH:26]=1.C(P(C(C)C)[C-]1C=CC=C1)(C)C.[Fe+2:74].[OH-].[Na+], predict the reaction product. The product is: [C:25]1([P:31]([C:56]2[CH:61]=[CH:60][CH:59]=[CH:58][CH:57]=2)[C-:32]2[CH:36]=[C:35]([C:37]([CH3:42])([CH2:39][CH2:40][CH2:3][NH:22][CH2:21][C:20]3[CH:23]=[CH:24][C:17]([CH:15]=[CH2:16])=[CH:18][CH:19]=3)[CH3:38])[CH:34]=[C:33]2[P:43]([C:50]2[CH:55]=[CH:54][CH:53]=[CH:52][CH:51]=2)[C:44]2[CH:49]=[CH:48][CH:47]=[CH:46][CH:45]=2)[CH:30]=[CH:29][CH:28]=[CH:27][CH:26]=1.[CH:50]([P:43]([CH:44]([CH3:49])[CH3:45])[C:33]1[C-:32]([P:31]([C:56]2[CH:61]=[CH:60][CH:59]=[CH:58][CH:57]=2)[C:25]2[CH:26]=[CH:27][CH:28]=[CH:29][CH:30]=2)[CH:36]=[CH:35][CH:34]=1)([CH3:55])[CH3:51].[Fe+2:74]. (5) Given the reactants [CH3:1][O:2][C:3](=[O:27])[CH2:4][C:5]1[CH:10]=[CH:9][C:8]([CH3:11])=[C:7]([O:12][C:13]2[CH:18]=[CH:17][C:16]([NH2:19])=[CH:15][C:14]=2[CH2:20][S:21][CH2:22][C:23]([F:26])([F:25])[F:24])[CH:6]=1.[C:28](Cl)(=[O:33])[C:29]([CH3:32])([CH3:31])[CH3:30], predict the reaction product. The product is: [CH3:1][O:2][C:3](=[O:27])[CH2:4][C:5]1[CH:10]=[CH:9][C:8]([CH3:11])=[C:7]([O:12][C:13]2[CH:18]=[CH:17][C:16]([NH:19][C:28](=[O:33])[C:29]([CH3:32])([CH3:31])[CH3:30])=[CH:15][C:14]=2[CH2:20][S:21][CH2:22][C:23]([F:26])([F:24])[F:25])[CH:6]=1. (6) The product is: [CH:39]([C:38]1[C:31]2[C:32](=[O:37])[C:33]([CH3:35])([CH3:36])[O:34][C:30]=2[C:29]([CH3:41])=[C:28]([CH3:42])[C:27]=1[N:26]1[CH2:14][CH2:13][N:4]([C:5]2[CH:6]=[CH:7][C:8]([O:11][CH3:12])=[CH:9][CH:10]=2)[CH2:3][CH2:2]1)=[CH2:40]. Given the reactants Br[CH2:2][CH2:3][N:4]([CH2:13][CH2:14]Br)[C:5]1[CH:10]=[CH:9][C:8]([O:11][CH3:12])=[CH:7][CH:6]=1.C(=O)([O-])O.[Na+].CN(C=O)C.[NH2:26][C:27]1[C:28]([CH3:42])=[C:29]([CH3:41])[C:30]2[O:34][C:33]([CH3:36])([CH3:35])[C:32](=[O:37])[C:31]=2[C:38]=1[CH:39]=[CH2:40], predict the reaction product. (7) The product is: [Cl:34][C:30]1[CH:31]=[CH:32][C:27]([S:24]([N:12]([CH2:13][C:14]([NH:16][CH2:17][C:18]2[CH:19]=[CH:20][N:21]=[CH:22][CH:23]=2)=[O:15])[C:3]2[CH:4]=[C:5]([C:8]([F:10])([F:9])[F:11])[CH:6]=[CH:7][C:2]=2[Cl:1])(=[O:26])=[O:25])=[CH:28][CH:29]=1. Given the reactants [Cl:1][C:2]1[CH:7]=[CH:6][C:5]([C:8]([F:11])([F:10])[F:9])=[CH:4][C:3]=1[N:12]([S:24]([C:27]1[CH:32]=[CH:31][C:30](C)=[CH:29][CH:28]=1)(=[O:26])=[O:25])[CH2:13][C:14]([NH:16][CH2:17][C:18]1[CH:23]=[CH:22][N:21]=[CH:20][CH:19]=1)=[O:15].[Cl:34]C1C=CC(S(Cl)(=O)=O)=CC=1.CC1C=CC(S(Cl)(=O)=O)=CC=1, predict the reaction product. (8) Given the reactants [CH2:1]([NH2:11])[CH2:2][CH2:3][CH2:4][CH2:5][CH2:6][CH2:7][CH2:8][CH2:9][CH3:10].[CH:12]([S:14]([O:17][CH:18]([CH3:20])[CH3:19])(=[O:16])=[O:15])=[CH2:13], predict the reaction product. The product is: [CH2:1]([NH:11][CH2:13][CH2:12][S:14]([O:17][CH:18]([CH3:20])[CH3:19])(=[O:16])=[O:15])[CH2:2][CH2:3][CH2:4][CH2:5][CH2:6][CH2:7][CH2:8][CH2:9][CH3:10].